From a dataset of Catalyst prediction with 721,799 reactions and 888 catalyst types from USPTO. Predict which catalyst facilitates the given reaction. (1) Reactant: [C:1]([O:4][CH:5]1[CH2:9][N:8]([C:10](=[O:22])[CH:11]([NH:14]C(OC(C)(C)C)=O)[CH2:12][CH3:13])[CH:7]([CH2:23][C:24]2[C:32]3[C:27](=[CH:28][C:29]([F:33])=[CH:30][CH:31]=3)[NH:26][C:25]=2[C:34]2[NH:35][C:36]3[C:41]([C:42]=2[CH2:43][CH:44]2[N:48]([C:49](=[O:61])[CH:50]([NH:53]C(OC(C)(C)C)=O)[CH2:51][CH3:52])[CH2:47][CH:46]([O:62][C:63](=[O:65])[CH3:64])[CH2:45]2)=[CH:40][CH:39]=[C:38]([F:66])[CH:37]=3)[CH2:6]1)(=[O:3])[CH3:2].C(O)(C(F)(F)F)=O. Product: [C:1]([O:4][CH:5]1[CH2:9][N:8]([C:10](=[O:22])[CH:11]([NH2:14])[CH2:12][CH3:13])[CH:7]([CH2:23][C:24]2[C:32]3[C:27](=[CH:28][C:29]([F:33])=[CH:30][CH:31]=3)[NH:26][C:25]=2[C:34]2[NH:35][C:36]3[C:41]([C:42]=2[CH2:43][CH:44]2[N:48]([C:49](=[O:61])[CH:50]([NH2:53])[CH2:51][CH3:52])[CH2:47][CH:46]([O:62][C:63](=[O:65])[CH3:64])[CH2:45]2)=[CH:40][CH:39]=[C:38]([F:66])[CH:37]=3)[CH2:6]1)(=[O:3])[CH3:2]. The catalyst class is: 2. (2) Reactant: [CH2:1]([O:3][C:4](=[O:38])[CH2:5][C:6]1[CH:7]=[N:8][C:9]([O:36][CH3:37])=[C:10]([C:12]2[CH:17]=[CH:16][C:15]([C:18]([F:21])([F:20])[F:19])=[CH:14][C:13]=2[CH2:22][N:23](C(OCC2C=CC=CC=2)=O)[CH2:24][CH3:25])[CH:11]=1)[CH3:2].C([O-])=O.[NH4+].N#N. Product: [CH2:1]([O:3][C:4](=[O:38])[CH2:5][C:6]1[CH:7]=[N:8][C:9]([O:36][CH3:37])=[C:10]([C:12]2[CH:17]=[CH:16][C:15]([C:18]([F:19])([F:21])[F:20])=[CH:14][C:13]=2[CH2:22][NH:23][CH2:24][CH3:25])[CH:11]=1)[CH3:2]. The catalyst class is: 43. (3) Reactant: [O:1]1[CH2:5][CH2:4][O:3][CH:2]1[C:6]1[C:7]([O:23][CH3:24])=[CH:8][C:9]([O:21][CH3:22])=[C:10](B2OC(C)(C)C(C)(C)O2)[CH:11]=1.I[C:26]1[CH:31]=[N:30][CH:29]=[CH:28][N:27]=1.C([O-])([O-])=O.[Na+].[Na+].O. Product: [O:3]1[CH2:4][CH2:5][O:1][CH:2]1[C:6]1[C:7]([O:23][CH3:24])=[CH:8][C:9]([O:21][CH3:22])=[C:10]([C:26]2[CH:31]=[N:30][CH:29]=[CH:28][N:27]=2)[CH:11]=1. The catalyst class is: 104. (4) Reactant: [F:1][C:2]1[CH:10]=[CH:9][CH:8]=[C:7]([CH2:11][C:12](=O)[CH3:13])[C:3]=1[C:4]([OH:6])=O.[NH2:15][C:16]1[CH:17]=[N:18][CH:19]=[CH:20][CH:21]=1.O. Product: [F:1][C:2]1[CH:10]=[CH:9][CH:8]=[C:7]2[C:3]=1[C:4](=[O:6])[N:15]([C:16]1[CH:17]=[N:18][CH:19]=[CH:20][CH:21]=1)[C:12]([CH3:13])=[CH:11]2. The catalyst class is: 12. (5) Reactant: [C:1]([C@H:5]1[CH2:10][CH2:9][C@H:8]([O:11][C:12]2[CH:13]=[C:14]3[C:19](=[CH:20][CH:21]=2)[CH:18]=[C:17]([CH2:22][NH:23][CH2:24][CH2:25][C:26]#[N:27])[CH:16]=[CH:15]3)[CH2:7][CH2:6]1)([CH3:4])([CH3:3])[CH3:2].C([O-])([O-])=[O:29].[K+].[K+].OO. Product: [C:1]([C@H:5]1[CH2:10][CH2:9][C@H:8]([O:11][C:12]2[CH:13]=[C:14]3[C:19](=[CH:20][CH:21]=2)[CH:18]=[C:17]([CH2:22][NH:23][CH2:24][CH2:25][C:26]([NH2:27])=[O:29])[CH:16]=[CH:15]3)[CH2:7][CH2:6]1)([CH3:4])([CH3:2])[CH3:3]. The catalyst class is: 16.